Task: Predict which catalyst facilitates the given reaction.. Dataset: Catalyst prediction with 721,799 reactions and 888 catalyst types from USPTO (1) Reactant: C([N:3]1[CH2:8][CH2:7][C:6]([C:12]2[CH:17]=[CH:16][CH:15]=[C:14]([O:18][CH:19]([CH3:21])[CH3:20])[CH:13]=2)([CH2:9][CH2:10][CH3:11])[CH2:5][CH2:4]1)C.Cl[C:23]([O:25][C:26]1[CH:31]=[CH:30][CH:29]=[CH:28][CH:27]=1)=[O:24].[OH-].[Na+]. Product: [NH3:3].[C:26]1([O:25][C:23]([N:3]2[CH2:4][CH2:5][C:6]([C:12]3[CH:17]=[CH:16][CH:15]=[C:14]([O:18][CH:19]([CH3:21])[CH3:20])[CH:13]=3)([CH2:9][CH2:10][CH3:11])[CH2:7][CH2:8]2)=[O:24])[CH:31]=[CH:30][CH:29]=[CH:28][CH:27]=1. The catalyst class is: 11. (2) Reactant: C([C:3]1[CH:24]=[C:23]([N+:25]([O-:27])=[O:26])[CH:22]=[CH:21][C:4]=1/[CH:5]=[CH:6]\[C:7]1[CH:12]=[CH:11][CH:10]=[CH:9][C:8]=1[NH:13][C:14](=O)OC(C)(C)C)=O.CCOC(C)=O.[BH4-].[Na+]. Product: [N+:25]([C:23]1[CH:22]=[CH:21][C:4]2[CH:5]=[CH:6][C:7]3[CH:12]=[CH:11][CH:10]=[CH:9][C:8]=3[NH:13][CH2:14][C:3]=2[CH:24]=1)([O-:27])=[O:26]. The catalyst class is: 126. (3) Reactant: C(OC([NH:8][NH:9][C:10](=[S:18])[C:11]1[CH:16]=[CH:15][C:14]([F:17])=[CH:13][CH:12]=1)=O)(C)(C)C.[F:19][C:20]([F:25])([F:24])[C:21]([OH:23])=[O:22].C1(SC)C=CC=CC=1. Product: [F:19][C:20]([F:25])([F:24])[C:21]([OH:23])=[O:22].[F:17][C:14]1[CH:15]=[CH:16][C:11]([C:10]([NH:9][NH2:8])=[S:18])=[CH:12][CH:13]=1. The catalyst class is: 2. (4) Reactant: [N:1]1([C:7]([O:9][C:10]([CH3:13])([CH3:12])[CH3:11])=[O:8])[CH2:6][CH2:5][NH:4][CH2:3][CH2:2]1.Cl[C:15]1[N:20]=[C:19](CC)[CH:18]=[CH:17][N:16]=1.[CH2:23](N(CC)CC)[CH3:24]. Product: [CH2:23]([C:18]1[CH:19]=[N:20][C:15]([N:4]2[CH2:5][CH2:6][N:1]([C:7]([O:9][C:10]([CH3:13])([CH3:12])[CH3:11])=[O:8])[CH2:2][CH2:3]2)=[N:16][CH:17]=1)[CH3:24]. The catalyst class is: 8.